This data is from Full USPTO retrosynthesis dataset with 1.9M reactions from patents (1976-2016). The task is: Predict the reactants needed to synthesize the given product. (1) The reactants are: [CH2:1]([OH:17])[CH2:2][CH2:3][CH2:4][CH2:5][CH2:6]CCCCCCCCCC.C1([CH2:24][CH2:25][CH2:26][C:27]([O-])=[O:28])C=CC=CC=1. Given the product [C:1]1([O:17][C:27](=[O:28])[CH2:26][CH2:25][CH3:24])[CH:2]=[CH:3][CH:4]=[CH:5][CH:6]=1, predict the reactants needed to synthesize it. (2) Given the product [N+:9]([C:5]1[CH:4]=[CH:3][C:2]([NH:19][CH2:20][CH:21]([OH:24])[CH2:22][OH:23])=[CH:7][C:6]=1[CH3:8])([O-:11])=[O:10], predict the reactants needed to synthesize it. The reactants are: F[C:2]1[CH:3]=[CH:4][C:5]([N+:9]([O-:11])=[O:10])=[C:6]([CH3:8])[CH:7]=1.CN1CCCC1=O.[NH2:19][CH2:20][CH:21]([OH:24])[CH2:22][OH:23]. (3) Given the product [C:1]([C:5]1[N:10]=[C:9]([N:11]2[CH2:12][CH2:13][N:14]([CH2:17][CH2:18][CH:19]([CH3:32])[CH2:20][N:21]3[C:30]4[C:25](=[CH:26][CH:27]=[CH:28][CH:29]=4)[CH2:24][CH2:23][C:22]3=[O:31])[CH2:15][CH2:16]2)[CH:8]=[C:7]([C:33]([F:35])([F:36])[F:34])[N:6]=1)([CH3:2])([CH3:3])[CH3:4], predict the reactants needed to synthesize it. The reactants are: [C:1]([C:5]1[N:10]=[C:9]([N:11]2[CH2:16][CH2:15][N:14]([CH2:17]/[CH:18]=[C:19](\[CH3:32])/[CH2:20][N:21]3[C:30]4[C:25](=[CH:26][CH:27]=[CH:28][CH:29]=4)[CH2:24][CH2:23][C:22]3=[O:31])[CH2:13][CH2:12]2)[CH:8]=[C:7]([C:33]([F:36])([F:35])[F:34])[N:6]=1)([CH3:4])([CH3:3])[CH3:2]. (4) Given the product [CH2:3]([C:2](=[N:5][OH:6])[CH2:1][C:8](=[O:9])[NH:7][CH2:10][Si:11]([O:14][CH3:15])([O:16][CH3:17])[O:12][CH3:13])[CH3:4], predict the reactants needed to synthesize it. The reactants are: [CH3:1][C:2](=[N:5][OH:6])[CH2:3][CH3:4].[N:7]([CH2:10][Si:11]([O:16][CH3:17])([O:14][CH3:15])[O:12][CH3:13])=[C:8]=[O:9]. (5) Given the product [S:1]1[C:5]([C:6]2[CH:7]=[CH:8][C:9]3[O:15][CH2:14][CH2:13][NH:12][CH2:11][C:10]=3[CH:23]=2)=[CH:4][N:3]=[CH:2]1, predict the reactants needed to synthesize it. The reactants are: [S:1]1[C:5]([C:6]2[CH:7]=[CH:8][C:9]3[O:15][CH2:14][CH2:13][N:12](C(OC(C)(C)C)=O)[CH2:11][C:10]=3[CH:23]=2)=[CH:4][N:3]=[CH:2]1.Cl. (6) Given the product [Br:31][CH2:32][CH2:33][NH:34][C:5](=[O:7])[CH2:4][CH2:3][C:1]#[N:2], predict the reactants needed to synthesize it. The reactants are: [C:1]([CH2:3][CH2:4][C:5]([OH:7])=O)#[N:2].Cl.C(N=C=NCCCN(C)C)C.ON1C2C=CC=CC=2N=N1.Br.[Br:31][CH2:32][CH2:33][NH2:34]. (7) The reactants are: [F:1][C:2]1[CH:7]=[CH:6][CH:5]=[CH:4][C:3]=1[O:8][CH3:9].C1N2CN3CN(C2)CN1C3.FC(F)(F)[C:22](O)=[O:23]. Given the product [F:1][C:2]1[CH:7]=[C:6]([CH:5]=[CH:4][C:3]=1[O:8][CH3:9])[CH:22]=[O:23], predict the reactants needed to synthesize it. (8) The reactants are: C1(C)C=CC=CC=1.[CH2:8]([C:12]1[CH:18]=[CH:17][C:15]([NH2:16])=[CH:14][CH:13]=1)[CH2:9][CH2:10][CH3:11].[C:19](OC(=O)C)(=[O:21])[CH3:20]. Given the product [C:19]([NH:16][C:15]1[CH:14]=[CH:13][C:12]([CH2:8][CH2:9][CH2:10][CH3:11])=[CH:18][CH:17]=1)(=[O:21])[CH3:20], predict the reactants needed to synthesize it. (9) Given the product [F:23][C:24]1[CH:25]=[C:26]([CH:64]=[CH:65][CH:66]=1)[CH2:27][N:28]1[CH:32]=[C:31]([C:33]2[C:41]3[C:36](=[N:37][CH:38]=[C:39]([C:42]4[CH:43]=[N:44][C:45]([N:48]5[CH2:53][CH2:52][N:51]([S:19]([CH3:18])(=[O:21])=[O:20])[CH2:50][CH2:49]5)=[CH:46][CH:47]=4)[CH:40]=3)[N:35]([S:54]([C:57]3[CH:63]=[CH:62][C:60]([CH3:61])=[CH:59][CH:58]=3)(=[O:56])=[O:55])[CH:34]=2)[CH:30]=[N:29]1, predict the reactants needed to synthesize it. The reactants are: COC1C=CC(B2OC(C)(C)C(C)(C)O2)=CC=1[CH2:18][S:19](N)(=[O:21])=[O:20].[F:23][C:24]1[CH:25]=[C:26]([CH:64]=[CH:65][CH:66]=1)[CH2:27][N:28]1[CH:32]=[C:31]([C:33]2[C:41]3[C:36](=[N:37][CH:38]=[C:39]([C:42]4[CH:43]=[N:44][C:45]([N:48]5[CH2:53][CH2:52][NH:51][CH2:50][CH2:49]5)=[CH:46][CH:47]=4)[CH:40]=3)[N:35]([S:54]([C:57]3[CH:63]=[CH:62][C:60]([CH3:61])=[CH:59][CH:58]=3)(=[O:56])=[O:55])[CH:34]=2)[CH:30]=[N:29]1.FC1C=C(C=CC=1)CN1C=C(C2C3C(=NC=C(C4C=NC(N5CCN(C)CC5)=CC=4)C=3)NC=2)C=N1.CS(Cl)(=O)=O.C(N(CC)CC)C. (10) Given the product [F:8][C:6]1[CH:5]=[C:4]([C@@H:9]([CH:42]2[CH2:47][CH2:46][N:45]([S:48]([CH3:51])(=[O:50])=[O:49])[CH2:44][CH2:43]2)[CH2:10][CH2:11][N:12]2[CH2:13][CH2:14][CH:15]([N:18]([CH2:38][CH:39]([CH3:41])[CH3:40])[C:19]([NH:21][CH:22]3[CH2:23][CH2:24][NH:25][CH2:26][CH2:27]3)=[O:20])[CH2:16][CH2:17]2)[CH:3]=[C:2]([F:1])[CH:7]=1, predict the reactants needed to synthesize it. The reactants are: [F:1][C:2]1[CH:3]=[C:4]([C@@H:9]([CH:42]2[CH2:47][CH2:46][N:45]([S:48]([CH3:51])(=[O:50])=[O:49])[CH2:44][CH2:43]2)[CH2:10][CH2:11][N:12]2[CH2:17][CH2:16][CH:15]([N:18]([CH2:38][CH:39]([CH3:41])[CH3:40])[C:19]([NH:21][CH:22]3[CH2:27][CH2:26][N:25](C(OCC4C=CC=CC=4)=O)[CH2:24][CH2:23]3)=[O:20])[CH2:14][CH2:13]2)[CH:5]=[C:6]([F:8])[CH:7]=1.